Predict the product of the given reaction. From a dataset of Forward reaction prediction with 1.9M reactions from USPTO patents (1976-2016). (1) Given the reactants [CH2:1]([O:8][C:9]([N:11]1[CH:15]([C:16](=[O:35])[NH:17][C:18]2[S:19][CH:20]=[C:21]([C:23]3[CH:28]=[CH:27][C:26]([C:29](=[O:34])[NH:30][CH:31]4[CH2:33][CH2:32]4)=[CH:25][CH:24]=3)[N:22]=2)[CH2:14][S:13][C@@H:12]1[C:36]1[CH:41]=[CH:40][CH:39]=[C:38]([C:42]([O:44]C)=[O:43])[CH:37]=1)=[O:10])[C:2]1[CH:7]=[CH:6][CH:5]=[CH:4][CH:3]=1.[OH-].[Li+], predict the reaction product. The product is: [CH2:1]([O:8][C:9]([N:11]1[CH:15]([C:16](=[O:35])[NH:17][C:18]2[S:19][CH:20]=[C:21]([C:23]3[CH:24]=[CH:25][C:26]([C:29](=[O:34])[NH:30][CH:31]4[CH2:32][CH2:33]4)=[CH:27][CH:28]=3)[N:22]=2)[CH2:14][S:13][C@@H:12]1[C:36]1[CH:41]=[CH:40][CH:39]=[C:38]([C:42]([OH:44])=[O:43])[CH:37]=1)=[O:10])[C:2]1[CH:3]=[CH:4][CH:5]=[CH:6][CH:7]=1. (2) The product is: [CH2:25]([N:24]1[C:23](=[O:32])[C:22]2[C:17](=[CH:18][C:19]([Cl:33])=[CH:20][CH:21]=2)[N:16]=[C:15]1[C@H:11]([N:10]1[C:34](=[O:37])[CH2:35][CH2:36][NH:7][CH2:8][CH2:9]1)[CH:12]([CH3:13])[CH3:14])[C:26]1[CH:27]=[CH:28][CH:29]=[CH:30][CH:31]=1. Given the reactants C(OC(=O)[NH:7][CH2:8][CH2:9][N:10]([C:34](=[O:37])[CH:35]=[CH2:36])[C@@H:11]([C:15]1[N:24]([CH2:25][C:26]2[CH:31]=[CH:30][CH:29]=[CH:28][CH:27]=2)[C:23](=[O:32])[C:22]2[C:17](=[CH:18][C:19]([Cl:33])=[CH:20][CH:21]=2)[N:16]=1)[CH:12]([CH3:14])[CH3:13])(C)(C)C.C(OC(=O)NCCN[C@@H](C1N(CC2C=CC=CC=2)C(=O)C2C(=CC(Cl)=CC=2)N=1)C(C)C)(C)(C)C, predict the reaction product.